Dataset: Experimentally validated miRNA-target interactions with 360,000+ pairs, plus equal number of negative samples. Task: Binary Classification. Given a miRNA mature sequence and a target amino acid sequence, predict their likelihood of interaction. The miRNA is hsa-miR-5192 with sequence AGGAGAGUGGAUUCCAGGUGGU. Result: 0 (no interaction). The protein sequence of the target gene is MLRPGGAEEAAQLPLRRASAPVPVPSPAAPDGSRASARLGLACLLLLLLLTLPARVDTSWWYIGALGARVICDNIPGLVSRQRQLCQRYPDIMRSVGEGAREWIRECQHQFRHHRWNCTTLDRDHTVFGRVMLRSSREAAFVYAISSAGVVHAITRACSQGELSVCSCDPYTRGRHHDQRGDFDWGGCSDNIHYGVRFAKAFVDAKEKRLKDARALMNLHNNRCGRTAVRRFLKLECKCHGVSGSCTLRTCWRALSDFRRTGDYLRRRYDGAVQVMATQDGANFTAARQGYRRATRTDLV....